Task: Predict the product of the given reaction.. Dataset: Forward reaction prediction with 1.9M reactions from USPTO patents (1976-2016) (1) Given the reactants [S:1]1[C:5]2[CH:6]=[CH:7][CH:8]=[CH:9][C:4]=2[CH:3]=[CH:2]1.C([Li])CCC.CN([CH:18]=[O:19])C, predict the reaction product. The product is: [S:1]1[C:2]([CH:18]=[O:19])=[CH:3][C:4]2[CH:9]=[CH:8][CH:7]=[CH:6][C:5]1=2. (2) The product is: [CH2:22]([O:13][C:12]([CH2:11][CH2:10][CH2:9][O:8][C:7]1[CH:6]=[CH:5][C:4]([B:1]([OH:3])[OH:2])=[CH:16][CH:15]=1)=[O:14])[C:23]1[CH:28]=[CH:27][CH:26]=[CH:25][CH:24]=1. Given the reactants [B:1]([C:4]1[CH:16]=[CH:15][C:7]([O:8][CH2:9][CH2:10][CH2:11][C:12]([OH:14])=[O:13])=[CH:6][CH:5]=1)([OH:3])[OH:2].C(=O)(O)[O-].[K+].[CH2:22](Br)[C:23]1[CH:28]=[CH:27][CH:26]=[CH:25][CH:24]=1, predict the reaction product. (3) Given the reactants [CH2:1]([OH:3])[CH3:2].[CH2:4]([OH:8])[CH2:5][CH2:6][CH3:7], predict the reaction product. The product is: [C:1]([O-:8])(=[O:3])[CH3:2].[C:4]([O-:3])(=[O:8])[CH2:5][CH2:6][CH3:7]. (4) Given the reactants [CH2:1]([O:3][C:4]([C:6]1[NH:7][C:8]2[C:13]([CH:14]=1)=[C:12]([O:15][C:16]1[CH:21]=[C:20]([CH3:22])[CH:19]=[CH:18][C:17]=1[N+:23]([O-])=O)[CH:11]=[CH:10][CH:9]=2)=[O:5])[CH3:2], predict the reaction product. The product is: [CH2:1]([O:3][C:4]([C:6]1[NH:7][C:8]2[C:13]([CH:14]=1)=[C:12]([O:15][C:16]1[CH:21]=[C:20]([CH3:22])[CH:19]=[CH:18][C:17]=1[NH2:23])[CH:11]=[CH:10][CH:9]=2)=[O:5])[CH3:2]. (5) Given the reactants [Cl:1][C:2]1[C:3]([N+:11]([O-:13])=[O:12])=[C:4]([CH:8]=[CH:9][CH:10]=1)[C:5]([OH:7])=[O:6].[Si](C=[N+]=[N-])(C)(C)[CH3:15].CC(O)=O, predict the reaction product. The product is: [Cl:1][C:2]1[C:3]([N+:11]([O-:13])=[O:12])=[C:4]([CH:8]=[CH:9][CH:10]=1)[C:5]([O:7][CH3:15])=[O:6]. (6) Given the reactants [CH2:1]([C:8]1[C:17]([OH:18])=[CH:16][CH:15]=[C:14]2[C:9]=1[C:10](=[O:26])[N:11]([CH2:21]CCCO)[C:12](=[O:20])[N:13]2[CH3:19])[C:2]1[CH:7]=[CH:6][CH:5]=[CH:4][CH:3]=1.[Cl:27][C:28]1[CH:33]=[CH:32][CH:31]=[C:30](I)[CH:29]=1.[O-]P([O-])([O-])=O.[K+].[K+].[K+].N1C=CC=C[C:44]=1[C:49](O)=[O:50], predict the reaction product. The product is: [CH2:1]([C:8]1[C:17]([O:18][C:30]2[CH:31]=[CH:32][CH:33]=[C:28]([Cl:27])[CH:29]=2)=[CH:16][CH:15]=[C:14]2[C:9]=1[C:10](=[O:26])[N:11]([CH2:21][CH2:44][CH2:49][OH:50])[C:12](=[O:20])[N:13]2[CH3:19])[C:2]1[CH:3]=[CH:4][CH:5]=[CH:6][CH:7]=1. (7) Given the reactants [NH2:1][C:2]1[N:10]=[C:9]([C:11]2[C:19]3[C:14](=[N:15][CH:16]=[CH:17][CH:18]=3)[N:13]([CH2:20][C:21]3[CH:26]=[CH:25][CH:24]=[CH:23][C:22]=3[F:27])[N:12]=2)[N:8]=[C:7]2[C:3]=1[NH:4][C:5](=[O:28])[NH:6]2.CCN(P1(N(C)CCCN1C)=N[C:36](C)([CH3:38])[CH3:37])CC.IC(C)C, predict the reaction product. The product is: [NH2:1][C:2]1[N:10]=[C:9]([C:11]2[C:19]3[C:14](=[N:15][CH:16]=[CH:17][CH:18]=3)[N:13]([CH2:20][C:21]3[CH:26]=[CH:25][CH:24]=[CH:23][C:22]=3[F:27])[N:12]=2)[N:8]=[C:7]2[C:3]=1[NH:4][C:5](=[O:28])[N:6]2[CH:36]([CH3:38])[CH3:37]. (8) Given the reactants Cl.[Br:2][C:3]1[C:4]([NH:18][CH:19]([CH3:21])[CH3:20])=[N:5][C:6]([NH:9][C:10]2[CH:15]=[CH:14][C:13]([S:16][CH3:17])=[CH:12][CH:11]=2)=[N:7][CH:8]=1.ClC1C=C(C=CC=1)C(OO)=[O:27], predict the reaction product. The product is: [Br:2][C:3]1[C:4]([NH:18][CH:19]([CH3:21])[CH3:20])=[N:5][C:6]([NH:9][C:10]2[CH:11]=[CH:12][C:13]([S:16]([CH3:17])=[O:27])=[CH:14][CH:15]=2)=[N:7][CH:8]=1. (9) Given the reactants [Cl:1][C:2]1[C:9]([O:10][CH3:11])=[C:8]([F:12])[CH:7]=[CH:6][C:3]=1[CH:4]=O.C(O)(=O)[CH2:14][C:15]([OH:17])=[O:16].N1CCCCC1, predict the reaction product. The product is: [Cl:1][C:2]1[C:9]([O:10][CH3:11])=[C:8]([F:12])[CH:7]=[CH:6][C:3]=1/[CH:4]=[CH:14]/[C:15]([OH:17])=[O:16]. (10) Given the reactants [C:1]1([C:3](=[CH:5][CH:6]=[CH:7][CH:8]=1)[OH:4])[OH:2].C([O-])(=O)C.[In+3:13].C([O-])(=O)C.C([O-])(=O)C, predict the reaction product. The product is: [C:1]1([C:3](=[CH:5][CH:6]=[CH:7][CH:8]=1)[O-:4])[O-:2].[In+3:13].[C:1]1([C:3](=[CH:5][CH:6]=[CH:7][CH:8]=1)[O-:4])[O-:2].[C:1]1([C:3](=[CH:5][CH:6]=[CH:7][CH:8]=1)[O-:4])[O-:2].[In+3:13].